From a dataset of Reaction yield outcomes from USPTO patents with 853,638 reactions. Predict the reaction yield, written as a fraction of the theoretical maximum amount of product (1.0 means a 100% yield; for example, 0.34 means a 34% yield). (1) The reactants are [CH3:1][O:2][C:3]1[CH:8]=[CH:7][C:6]([N+:9]([O-:11])=[O:10])=[CH:5][C:4]=1[NH:12][C:13](=[O:16])[CH2:14][CH3:15].[CH2:17](O)C. The catalyst is ClCCl.[Pd]. The product is [CH3:1][O:2][C:3]1[CH:8]=[CH:7][C:6]([N+:9]([O-:11])=[O:10])=[CH:5][C:4]=1[N:12]([CH3:17])[C:13](=[O:16])[CH2:14][CH3:15]. The yield is 0.310. (2) The reactants are [H-].[Na+].[F:3][C:4]1[CH:5]=[C:6]([C:11]2[CH2:15][C:14]([CH3:25])([C:16]([NH:18][CH2:19][C:20]3[CH:21]=[N:22][NH:23][CH:24]=3)=[O:17])[O:13][N:12]=2)[CH:7]=[C:8]([F:10])[CH:9]=1.Br[CH2:27][C:28]#[N:29].S(=O)(=O)(O)O. The catalyst is CN(C=O)C. The product is [C:28]([CH2:27][N:23]1[CH:24]=[C:20]([CH2:19][NH:18][C:16]([C:14]2([CH3:25])[O:13][N:12]=[C:11]([C:6]3[CH:5]=[C:4]([F:3])[CH:9]=[C:8]([F:10])[CH:7]=3)[CH2:15]2)=[O:17])[CH:21]=[N:22]1)#[N:29]. The yield is 0.640. (3) The reactants are C(OC([NH:8][CH2:9][C:10]([NH:12][C@H:13]([CH3:38])[C:14]([NH:16][C:17]1[CH:22]=[C:21]([O:23][CH3:24])[CH:20]=[CH:19][C:18]=1/[CH:25]=[CH:26]/[CH2:27][CH2:28][CH2:29][C:30](OCC(Cl)(Cl)Cl)=[O:31])=[O:15])=[O:11])=O)(C)(C)C.FC(F)(F)C(O)=O. The catalyst is C(Cl)Cl. The product is [CH3:24][O:23][C:21]1[CH:20]=[CH:19][C:18]2=[C:17]([CH:22]=1)[NH:16][C:14](=[O:15])[C@@H:13]([CH3:38])[NH:12][C:10](=[O:11])[CH2:9][NH:8][C:30](=[O:31])[CH2:29][CH2:28][CH2:27][CH:26]=[CH:25]2. The yield is 0.330.